Dataset: Full USPTO retrosynthesis dataset with 1.9M reactions from patents (1976-2016). Task: Predict the reactants needed to synthesize the given product. (1) The reactants are: [CH3:1][C:2]1[CH:11]=[C:10]([NH:12][C:13]2[CH:14]=[C:15]([CH:31]=[C:32]([C:34]([F:37])([F:36])[F:35])[CH:33]=2)[O:16][CH2:17][CH2:18][CH2:19][N:20]2[C:28](=O)[C:27]3[C:22](=[CH:23][CH:24]=[CH:25][CH:26]=3)[C:21]2=O)[C:9]2[C:4](=[CH:5][CH:6]=[CH:7][CH:8]=2)[N:3]=1.[H-].[Al+3].[Li+].[H-].[H-].[H-].O.O.O.O.O.O.O.O.O.O.S([O-])([O-])(=O)=O.[Na+].[Na+]. Given the product [CH2:21]1[C:22]2[C:27](=[CH:26][CH:25]=[CH:24][CH:23]=2)[CH2:28][N:20]1[CH2:19][CH2:18][CH2:17][O:16][C:15]1[CH:14]=[C:13]([NH:12][C:10]2[C:9]3[C:4](=[CH:5][CH:6]=[CH:7][CH:8]=3)[N:3]=[C:2]([CH3:1])[CH:11]=2)[CH:33]=[C:32]([C:34]([F:35])([F:37])[F:36])[CH:31]=1, predict the reactants needed to synthesize it. (2) Given the product [Cl:10][C:6]1[CH:5]=[C:4]([F:11])[C:3]([N:12]2[C:17](=[O:18])[CH:16]=[C:15]([C:19]([F:21])([F:20])[F:22])[N:14]([CH3:23])[C:13]2=[O:24])=[C:2]([CH2:27][CH:26]([Cl:39])[C:25]([O:29][CH2:30][CH3:31])=[O:28])[C:7]=1[O:8][CH3:9], predict the reactants needed to synthesize it. The reactants are: N[C:2]1[C:7]([O:8][CH3:9])=[C:6]([Cl:10])[CH:5]=[C:4]([F:11])[C:3]=1[N:12]1[C:17](=[O:18])[CH:16]=[C:15]([C:19]([F:22])([F:21])[F:20])[N:14]([CH3:23])[C:13]1=[O:24].[C:25]([O:29][CH2:30][CH3:31])(=[O:28])[CH:26]=[CH2:27].N(OC(C)(C)C)=O.[ClH:39]. (3) Given the product [CH:1]([C:4]1[CH:5]=[C:6]([CH:19]=[CH:20][C:21]=1[O:22][Si:23]([CH:30]([CH3:32])[CH3:31])([CH:27]([CH3:29])[CH3:28])[CH:24]([CH3:26])[CH3:25])[CH2:7][N:8]1[C:16]2[C:11](=[C:12]([NH:17][CH2:40][C:41]([O:43][CH2:44][CH3:45])=[O:42])[CH:13]=[CH:14][CH:15]=2)[CH:10]=[C:9]1[CH3:18])([CH3:3])[CH3:2], predict the reactants needed to synthesize it. The reactants are: [CH:1]([C:4]1[CH:5]=[C:6]([CH:19]=[CH:20][C:21]=1[O:22][Si:23]([CH:30]([CH3:32])[CH3:31])([CH:27]([CH3:29])[CH3:28])[CH:24]([CH3:26])[CH3:25])[CH2:7][N:8]1[C:16]2[C:11](=[C:12]([NH2:17])[CH:13]=[CH:14][CH:15]=2)[CH:10]=[C:9]1[CH3:18])([CH3:3])[CH3:2].C(=O)([O-])[O-].[K+].[K+].Br[CH2:40][C:41]([O:43][CH2:44][CH3:45])=[O:42]. (4) The reactants are: [C:1](=O)([O:37]C1C=CC([N+]([O-])=O)=CC=1)[O:2][C@H:3]([CH2:18][C:19]1[CH:27]=[C:26]([CH3:28])[C:25]2[C:21](=[CH:22][N:23]([CH2:29][O:30][CH2:31][CH2:32][Si:33]([CH3:36])([CH3:35])[CH3:34])[N:24]=2)[CH:20]=1)[C:4](=[O:17])[N:5]1[CH2:10][CH2:9][CH:8]([N:11]2[CH2:16][CH2:15][CH2:14][CH2:13][CH2:12]2)[CH2:7][CH2:6]1.Cl.[NH:49]1[CH2:54][CH2:53][CH:52]([C:55]2[C:56](=[O:65])[NH:57][C:58]3[C:63]([CH:64]=2)=[CH:62][CH:61]=[CH:60][CH:59]=3)[CH2:51][CH2:50]1.C(N(C(C)C)CC)(C)C. Given the product [O:65]=[C:56]1[C:55]([CH:52]2[CH2:53][CH2:54][N:49]([C:1]([O:2][C@H:3]([CH2:18][C:19]3[CH:27]=[C:26]([CH3:28])[C:25]4[C:21](=[CH:22][N:23]([CH2:29][O:30][CH2:31][CH2:32][Si:33]([CH3:35])([CH3:36])[CH3:34])[N:24]=4)[CH:20]=3)[C:4](=[O:17])[N:5]3[CH2:10][CH2:9][CH:8]([N:11]4[CH2:12][CH2:13][CH2:14][CH2:15][CH2:16]4)[CH2:7][CH2:6]3)=[O:37])[CH2:50][CH2:51]2)=[CH:64][C:63]2[C:58](=[CH:59][CH:60]=[CH:61][CH:62]=2)[NH:57]1, predict the reactants needed to synthesize it. (5) Given the product [Cl:14][C:12]1[CH:13]=[C:4]([CH:5]=[C:6]([CH2:7][OH:8])[CH:11]=1)[C:1]([NH2:2])=[O:3], predict the reactants needed to synthesize it. The reactants are: [C:1]([C:4]1[CH:5]=[C:6]([CH:11]=[C:12]([Cl:14])[CH:13]=1)[C:7](OC)=[O:8])(=[O:3])[NH2:2].[H-].[Al+3].[Li+].[H-].[H-].[H-].O.O.O.O.O.O.O.O.O.O.S([O-])([O-])(=O)=O.[Na+].[Na+]. (6) The reactants are: [C:1]([O:5][C:6]([N:8]1[CH2:13][CH2:12][CH:11]([CH2:14][CH2:15][C:16]([N:18]2[CH2:23][CH2:22][CH2:21][C@@H:20]([C:24](=[O:46])[NH:25][CH:26]([C:32]3[CH:33]=[C:34]([C:39]4[CH:44]=[CH:43][C:42]([OH:45])=[CH:41][CH:40]=4)[CH:35]=[C:36]([F:38])[CH:37]=3)[CH2:27][C:28]([O:30][CH3:31])=[O:29])[CH2:19]2)=[O:17])[CH2:10][CH2:9]1)=[O:7])([CH3:4])([CH3:3])[CH3:2].C(=O)([O-])[O-].[Cs+].[Cs+].[C:53]1([CH3:76])[CH:58]=[CH:57][C:56]([S:59]([O:62][CH2:63][CH2:64]OS(C2C=CC(C)=CC=2)(=O)=O)(=[O:61])=[O:60])=[CH:55][CH:54]=1. Given the product [F:38][C:36]1[CH:37]=[C:32]([CH:26]([NH:25][C:24]([C@@H:20]2[CH2:21][CH2:22][CH2:23][N:18]([C:16](=[O:17])[CH2:15][CH2:14][CH:11]3[CH2:12][CH2:13][N:8]([C:6]([O:5][C:1]([CH3:4])([CH3:2])[CH3:3])=[O:7])[CH2:9][CH2:10]3)[CH2:19]2)=[O:46])[CH2:27][C:28]([O:30][CH3:31])=[O:29])[CH:33]=[C:34]([C:39]2[CH:40]=[CH:41][C:42]([O:45][CH2:64][CH2:63][O:62][S:59]([C:56]3[CH:57]=[CH:58][C:53]([CH3:76])=[CH:54][CH:55]=3)(=[O:61])=[O:60])=[CH:43][CH:44]=2)[CH:35]=1, predict the reactants needed to synthesize it. (7) The reactants are: [Cl:1][C:2]1[CH:26]=[CH:25][C:5]([O:6][CH2:7][C:8]([N:10]2[CH2:15][CH2:14][N:13]([CH2:16][C:17]3[CH:22]=[CH:21][C:20]([F:23])=[CH:19][CH:18]=3)[CH2:12][C@H:11]2[CH3:24])=[O:9])=[C:4]([O:27][C:28]#[N:29])[CH:3]=1.[N-:30]=[N+:31]=[N-:32].[Na+]. Given the product [Cl:1][C:2]1[CH:26]=[CH:25][C:5]([O:6][CH2:7][C:8]([N:10]2[CH2:15][CH2:14][N:13]([CH2:16][C:17]3[CH:22]=[CH:21][C:20]([F:23])=[CH:19][CH:18]=3)[CH2:12][C@H:11]2[CH3:24])=[O:9])=[C:4]([O:27][C:28]2[N:30]=[N:31][NH:32][N:29]=2)[CH:3]=1, predict the reactants needed to synthesize it. (8) Given the product [CH3:1][C:2]1[CH:3]=[CH:4][C:5]([S:8]([O:11][CH2:12][C@@H:13]2[O:16][C:17]3=[C:18]4[C:22](=[CH:23][CH:24]=[C:25]3[CH:26]=[CH:14]2)[N:21]([S:29]([C:32]2[CH:33]=[CH:34][C:35]([CH3:38])=[CH:36][CH:37]=2)(=[O:30])=[O:31])[CH:20]=[CH:19]4)(=[O:10])=[O:9])=[CH:6][CH:7]=1, predict the reactants needed to synthesize it. The reactants are: [CH3:1][C:2]1[CH:7]=[CH:6][C:5]([S:8]([O:11][CH2:12][C@H:13]([O:16][C:17]2[C:25](/[CH:26]=C/C)=[CH:24][CH:23]=[C:22]3[C:18]=2[CH:19]=[CH:20][N:21]3[S:29]([C:32]2[CH:37]=[CH:36][C:35]([CH3:38])=[CH:34][CH:33]=2)(=[O:31])=[O:30])[CH:14]=C)(=[O:10])=[O:9])=[CH:4][CH:3]=1. (9) The reactants are: [C:1]([NH:4][C:5]1[S:6][C:7]2[CH:13]=[C:12]([O:14][S:15]([C:18]3[CH:23]=[CH:22][C:21](F)=[CH:20][CH:19]=3)(=[O:17])=[O:16])[CH:11]=[CH:10][C:8]=2[N:9]=1)(=[O:3])[CH3:2].[CH:25]([NH:28][CH2:29][CH2:30][NH2:31])([CH3:27])[CH3:26].C(=O)([O-])[O-].[Cs+].[Cs+].O. Given the product [C:1]([NH:4][C:5]1[S:6][C:7]2[CH:13]=[C:12]([O:14][S:15]([C:18]3[CH:23]=[CH:22][C:21]([NH:31][CH2:30][CH2:29][NH:28][CH:25]([CH3:27])[CH3:26])=[CH:20][CH:19]=3)(=[O:17])=[O:16])[CH:11]=[CH:10][C:8]=2[N:9]=1)(=[O:3])[CH3:2], predict the reactants needed to synthesize it.